This data is from Peptide-MHC class I binding affinity with 185,985 pairs from IEDB/IMGT. The task is: Regression. Given a peptide amino acid sequence and an MHC pseudo amino acid sequence, predict their binding affinity value. This is MHC class I binding data. (1) The peptide sequence is LFFTTTLFLH. The MHC is HLA-A33:01 with pseudo-sequence HLA-A33:01. The binding affinity (normalized) is 0.514. (2) The peptide sequence is LEYGANYFL. The MHC is HLA-B48:01 with pseudo-sequence HLA-B48:01. The binding affinity (normalized) is 0.225. (3) The peptide sequence is VSLVAGAL. The MHC is H-2-Db with pseudo-sequence H-2-Db. The binding affinity (normalized) is 0.0366.